This data is from Catalyst prediction with 721,799 reactions and 888 catalyst types from USPTO. The task is: Predict which catalyst facilitates the given reaction. (1) Reactant: [Cl:1][S:2]([OH:5])(=O)=[O:3].[CH3:6][O:7][C:8]1[CH:16]=[CH:15][C:11]([C:12]([OH:14])=[O:13])=[CH:10][CH:9]=1. Product: [Cl:1][S:2]([C:9]1[CH:10]=[C:11]([CH:15]=[CH:16][C:8]=1[O:7][CH3:6])[C:12]([OH:14])=[O:13])(=[O:5])=[O:3]. The catalyst class is: 6. (2) Reactant: [CH2:1]([C:3]1[CH:7]=[C:6]([CH2:8][CH3:9])[N:5]([C:10]2[CH:23]=[CH:22][CH:21]=[CH:20][C:11]=2[CH2:12][NH:13]C(=O)C(F)(F)F)[N:4]=1)[CH3:2].C(=O)([O-])[O-].[K+].[K+]. Product: [CH2:1]([C:3]1[CH:7]=[C:6]([CH2:8][CH3:9])[N:5]([C:10]2[CH:23]=[CH:22][CH:21]=[CH:20][C:11]=2[CH2:12][NH2:13])[N:4]=1)[CH3:2]. The catalyst class is: 24.